Predict the reactants needed to synthesize the given product. From a dataset of Full USPTO retrosynthesis dataset with 1.9M reactions from patents (1976-2016). (1) The reactants are: [CH2:1]([N:8](CC1C=CC=CC=1)[C:9]1([CH2:13][NH:14][C:15]2[C:24]3[C:19](=[CH:20][CH:21]=[C:22]([CH3:25])[CH:23]=3)[N:18]=[C:17]([N:26]3[CH2:32][C:31]4[CH:33]=[CH:34][CH:35]=[CH:36][C:30]=4[S:29](=[O:38])(=[O:37])[CH2:28][CH2:27]3)[N:16]=2)[CH2:12]OC1)[C:2]1[CH:7]=[CH:6][CH:5]=[CH:4][CH:3]=1.ClC1N=C(Cl)C2[C:49](=[CH:50]C=C(C)C=2)N=1.S1C2C=CC=CC=2CNCC1. Given the product [CH2:1]([NH:8][C:9]1([CH2:13][NH:14][C:15]2[C:24]3[C:19](=[CH:20][CH:21]=[C:22]([CH3:25])[CH:23]=3)[N:18]=[C:17]([N:26]3[CH2:32][C:31]4[CH:33]=[CH:34][CH:35]=[CH:36][C:30]=4[S:29](=[O:37])(=[O:38])[CH2:28][CH2:27]3)[N:16]=2)[CH2:50][CH2:49][CH2:12]1)[C:2]1[CH:7]=[CH:6][CH:5]=[CH:4][CH:3]=1, predict the reactants needed to synthesize it. (2) The reactants are: [Br:1][C:2]1[CH:7]=[CH:6][C:5]([C:8](=[O:10])[CH3:9])=[C:4]([O:11][CH3:12])[CH:3]=1.[Br:13]Br. Given the product [Br:13][CH2:9][C:8]([C:5]1[CH:6]=[CH:7][C:2]([Br:1])=[CH:3][C:4]=1[O:11][CH3:12])=[O:10], predict the reactants needed to synthesize it. (3) Given the product [CH3:1][C:2]1([C:11]([OH:13])=[O:12])[CH2:10][C:9]2[C:4](=[CH:5][CH:6]=[CH:7][CH:8]=2)[CH2:3]1, predict the reactants needed to synthesize it. The reactants are: [CH3:1][C:2]1([C:11]([O:13]C)=[O:12])[CH2:10][C:9]2[C:4](=[CH:5][CH:6]=[CH:7][CH:8]=2)[CH2:3]1.O.[OH-].[Li+].Cl. (4) Given the product [Cl:11][C:12]1[C:17]([F:18])=[C:16]([N:6]2[CH2:7][CH2:8][CH2:9][CH2:10][CH:5]2[CH2:3][CH3:4])[N:15]=[CH:14][N:13]=1, predict the reactants needed to synthesize it. The reactants are: [H-].[Na+].[CH2:3]([CH:5]1[CH2:10][CH2:9][CH2:8][CH2:7][NH:6]1)[CH3:4].[Cl:11][C:12]1[C:17]([F:18])=[C:16](Cl)[N:15]=[CH:14][N:13]=1.[Cl-].[NH4+].